Task: Predict the reaction yield, written as a fraction of the theoretical maximum amount of product (1.0 means a 100% yield; for example, 0.34 means a 34% yield).. Dataset: Reaction yield outcomes from USPTO patents with 853,638 reactions (1) The yield is 0.520. The product is [NH2:17][C:16]1[C:14]2[C:9](=[C:10]([Br:15])[CH:11]=[CH:12][CH:13]=2)[N:8]=[N:7][C:6]=1[C:5]([NH:4][CH:1]1[CH2:3][CH2:2]1)=[O:18]. The reactants are [CH:1]1([NH:4][C:5](=[O:18])[C:6]([C:16]#[N:17])=[N:7][NH:8][C:9]2[CH:14]=[CH:13][CH:12]=[CH:11][C:10]=2[Br:15])[CH2:3][CH2:2]1.[Cl-].[Al+3].[Cl-].[Cl-].[C@H](O)(C([O-])=O)[C@@H](O)C([O-])=O.[Na+].[K+]. The catalyst is C1(C)C=CC=CC=1.C(OCC)(=O)C. (2) The reactants are [N:1]1([C:7]2[C:8]3[S:28][C:27]([CH2:29][N:30]4[CH2:35][CH2:34][N:33]([C:36]([CH3:41])([CH3:40])[C:37]([NH2:39])=[O:38])[CH2:32][CH2:31]4)=[CH:26][C:9]=3[N:10]=[C:11]([Sn](CCCC)(CCCC)CCCC)[N:12]=2)[CH2:6][CH2:5][O:4][CH2:3][CH2:2]1.Br[C:43]1[N:48]2[CH:49]=[CH:50][N:51]=[C:47]2[C:46]([CH3:52])=[CH:45][CH:44]=1. The catalyst is O1CCOCC1.C1C=CC([P]([Pd]([P](C2C=CC=CC=2)(C2C=CC=CC=2)C2C=CC=CC=2)([P](C2C=CC=CC=2)(C2C=CC=CC=2)C2C=CC=CC=2)[P](C2C=CC=CC=2)(C2C=CC=CC=2)C2C=CC=CC=2)(C2C=CC=CC=2)C2C=CC=CC=2)=CC=1.S1C=CC=C1C([O-])=O.[Cu+]. The product is [CH3:41][C:36]([N:33]1[CH2:34][CH2:35][N:30]([CH2:29][C:27]2[S:28][C:8]3[C:7]([N:1]4[CH2:2][CH2:3][O:4][CH2:5][CH2:6]4)=[N:12][C:11]([C:43]4[N:48]5[CH:49]=[CH:50][N:51]=[C:47]5[C:46]([CH3:52])=[CH:45][CH:44]=4)=[N:10][C:9]=3[CH:26]=2)[CH2:31][CH2:32]1)([CH3:40])[C:37]([NH2:39])=[O:38]. The yield is 0.620. (3) The reactants are [NH2:1][C:2]1[CH:14]=[CH:13][C:5]2[N:6]([CH3:12])[C:7](=[O:11])[CH2:8][CH2:9][CH2:10][C:4]=2[CH:3]=1.Cl[C:16]1[N:21]=[C:20]([NH:22][C:23]2[CH:24]=[C:25]([CH:30]=[CH:31][CH:32]=2)[C:26]([NH:28][CH3:29])=[O:27])[C:19]([Cl:33])=[CH:18][N:17]=1. No catalyst specified. The product is [Cl:33][C:19]1[C:20]([NH:22][C:23]2[CH:24]=[C:25]([CH:30]=[CH:31][CH:32]=2)[C:26]([NH:28][CH3:29])=[O:27])=[N:21][C:16]([NH:1][C:2]2[CH:14]=[CH:13][C:5]3[N:6]([CH3:12])[C:7](=[O:11])[CH2:8][CH2:9][CH2:10][C:4]=3[CH:3]=2)=[N:17][CH:18]=1. The yield is 0.470. (4) The reactants are [F:1][C:2]1[CH:3]=[C:4]([OH:11])[CH:5]=[CH:6][C:7]=1[N+:8]([O-:10])=[O:9].[C:12]([O-])([O-])=O.[K+].[K+].CI. The catalyst is CC(C)=O. The product is [F:1][C:2]1[CH:3]=[C:4]([O:11][CH3:12])[CH:5]=[CH:6][C:7]=1[N+:8]([O-:10])=[O:9]. The yield is 0.460. (5) The reactants are C([N:8]1[CH2:13][CH2:12][C@@H:11]([O:14][CH3:15])[C@H:10]([NH:16][C:17](=[O:23])[O:18][C:19]([CH3:22])([CH3:21])[CH3:20])[CH2:9]1)C1C=CC=CC=1.[H][H]. The catalyst is CO.[Pd]. The product is [CH3:15][O:14][C@@H:11]1[CH2:12][CH2:13][NH:8][CH2:9][C@H:10]1[NH:16][C:17](=[O:23])[O:18][C:19]([CH3:21])([CH3:20])[CH3:22]. The yield is 1.00. (6) The reactants are [CH:1]([Mg]Br)=[CH2:2].[Br:5][CH2:6][CH2:7][CH2:8][CH2:9][Si:10]([CH3:15])([CH3:14])OCC. The catalyst is O1CCCC1. The product is [Br:5][CH2:6][CH2:7][CH2:8][CH2:9][Si:10]([CH3:15])([CH3:14])[CH:1]=[CH2:2]. The yield is 0.798.